From a dataset of Reaction yield outcomes from USPTO patents with 853,638 reactions. Predict the reaction yield, written as a fraction of the theoretical maximum amount of product (1.0 means a 100% yield; for example, 0.34 means a 34% yield). (1) The reactants are [CH3:1][NH:2][CH2:3][CH2:4][CH:5]([C:7]1[CH:12]=[CH:11][CH:10]=[CH:9][CH:8]=1)[OH:6].C(N(CC)CC)C.[C:28](O[C:28]([O:30][C:31]([CH3:34])([CH3:33])[CH3:32])=[O:29])([O:30][C:31]([CH3:34])([CH3:33])[CH3:32])=[O:29].[Cl-].[NH4+]. The catalyst is ClCCl. The product is [OH:6][CH:5]([C:7]1[CH:12]=[CH:11][CH:10]=[CH:9][CH:8]=1)[CH2:4][CH2:3][N:2]([CH3:1])[C:28](=[O:29])[O:30][C:31]([CH3:32])([CH3:33])[CH3:34]. The yield is 0.670. (2) The reactants are [CH2:1]([O:8][C:9]1[CH:17]=[CH:16][C:12]([C:13]([OH:15])=O)=[CH:11][CH:10]=1)[C:2]1[CH:7]=[CH:6][CH:5]=[CH:4][CH:3]=1.C(Cl)(=O)C(Cl)=O.[NH2:24][C:25]1[CH:26]=[C:27]([CH:34]=[CH:35][C:36]=1[CH3:37])[C:28]([NH:30][CH:31]1[CH2:33][CH2:32]1)=[O:29].N1C=CC=CC=1. The catalyst is C(Cl)Cl.CN(C=O)C. The product is [CH2:1]([O:8][C:9]1[CH:10]=[CH:11][C:12]([C:13]([NH:24][C:25]2[CH:26]=[C:27]([CH:34]=[CH:35][C:36]=2[CH3:37])[C:28]([NH:30][CH:31]2[CH2:32][CH2:33]2)=[O:29])=[O:15])=[CH:16][CH:17]=1)[C:2]1[CH:3]=[CH:4][CH:5]=[CH:6][CH:7]=1. The yield is 0.870.